Task: Regression. Given two drug SMILES strings and cell line genomic features, predict the synergy score measuring deviation from expected non-interaction effect.. Dataset: NCI-60 drug combinations with 297,098 pairs across 59 cell lines (1) Drug 1: C1CNP(=O)(OC1)N(CCCl)CCCl. Drug 2: CC(C)(C1=NC(=CC=C1)N2C3=NC(=NC=C3C(=O)N2CC=C)NC4=CC=C(C=C4)N5CCN(CC5)C)O. Cell line: NCI-H460. Synergy scores: CSS=9.32, Synergy_ZIP=-2.25, Synergy_Bliss=-0.877, Synergy_Loewe=-68.3, Synergy_HSA=0.0790. (2) Drug 1: CN1C(=O)N2C=NC(=C2N=N1)C(=O)N. Drug 2: B(C(CC(C)C)NC(=O)C(CC1=CC=CC=C1)NC(=O)C2=NC=CN=C2)(O)O. Synergy scores: CSS=45.8, Synergy_ZIP=9.93, Synergy_Bliss=7.89, Synergy_Loewe=-62.1, Synergy_HSA=-0.427. Cell line: T-47D. (3) Drug 1: CC1=C2C(C(=O)C3(C(CC4C(C3C(C(C2(C)C)(CC1OC(=O)C(C(C5=CC=CC=C5)NC(=O)OC(C)(C)C)O)O)OC(=O)C6=CC=CC=C6)(CO4)OC(=O)C)O)C)O. Drug 2: CCN(CC)CCCC(C)NC1=C2C=C(C=CC2=NC3=C1C=CC(=C3)Cl)OC. Cell line: DU-145. Synergy scores: CSS=25.9, Synergy_ZIP=-5.16, Synergy_Bliss=-2.34, Synergy_Loewe=-21.3, Synergy_HSA=0.912. (4) Drug 1: CCCS(=O)(=O)NC1=C(C(=C(C=C1)F)C(=O)C2=CNC3=C2C=C(C=N3)C4=CC=C(C=C4)Cl)F. Drug 2: C1CC(=O)NC(=O)C1N2C(=O)C3=CC=CC=C3C2=O. Cell line: OVCAR-5. Synergy scores: CSS=4.00, Synergy_ZIP=6.18, Synergy_Bliss=8.88, Synergy_Loewe=3.32, Synergy_HSA=2.99. (5) Drug 1: CC1=CC2C(CCC3(C2CCC3(C(=O)C)OC(=O)C)C)C4(C1=CC(=O)CC4)C. Drug 2: CCCCCOC(=O)NC1=NC(=O)N(C=C1F)C2C(C(C(O2)C)O)O. Cell line: MDA-MB-435. Synergy scores: CSS=-3.51, Synergy_ZIP=3.94, Synergy_Bliss=0.358, Synergy_Loewe=-5.79, Synergy_HSA=-4.91. (6) Drug 1: C1=NC2=C(N1)C(=S)N=CN2. Drug 2: C(CC(=O)O)C(=O)CN.Cl. Cell line: HOP-92. Synergy scores: CSS=36.8, Synergy_ZIP=-3.11, Synergy_Bliss=-2.57, Synergy_Loewe=-1.40, Synergy_HSA=1.16. (7) Drug 1: CNC(=O)C1=CC=CC=C1SC2=CC3=C(C=C2)C(=NN3)C=CC4=CC=CC=N4. Drug 2: CC1C(C(CC(O1)OC2CC(CC3=C2C(=C4C(=C3O)C(=O)C5=CC=CC=C5C4=O)O)(C(=O)C)O)N)O. Cell line: HCT-15. Synergy scores: CSS=36.1, Synergy_ZIP=2.14, Synergy_Bliss=3.26, Synergy_Loewe=-11.5, Synergy_HSA=2.68. (8) Cell line: KM12. Drug 2: CC1=C(C(=O)C2=C(C1=O)N3CC4C(C3(C2COC(=O)N)OC)N4)N. Synergy scores: CSS=15.9, Synergy_ZIP=-12.3, Synergy_Bliss=-14.1, Synergy_Loewe=-11.8, Synergy_HSA=-10.3. Drug 1: C1CCC(CC1)NC(=O)N(CCCl)N=O. (9) Drug 1: C1=CC(=CC=C1CCC2=CNC3=C2C(=O)NC(=N3)N)C(=O)NC(CCC(=O)O)C(=O)O. Drug 2: C1=CC(=CC=C1C#N)C(C2=CC=C(C=C2)C#N)N3C=NC=N3. Cell line: T-47D. Synergy scores: CSS=2.43, Synergy_ZIP=-1.62, Synergy_Bliss=-2.97, Synergy_Loewe=-3.66, Synergy_HSA=-2.80. (10) Drug 1: CCC1=CC2CC(C3=C(CN(C2)C1)C4=CC=CC=C4N3)(C5=C(C=C6C(=C5)C78CCN9C7C(C=CC9)(C(C(C8N6C)(C(=O)OC)O)OC(=O)C)CC)OC)C(=O)OC.C(C(C(=O)O)O)(C(=O)O)O. Drug 2: CC=C1C(=O)NC(C(=O)OC2CC(=O)NC(C(=O)NC(CSSCCC=C2)C(=O)N1)C(C)C)C(C)C. Cell line: HCT-15. Synergy scores: CSS=19.8, Synergy_ZIP=-1.91, Synergy_Bliss=1.80, Synergy_Loewe=2.66, Synergy_HSA=2.09.